From a dataset of Forward reaction prediction with 1.9M reactions from USPTO patents (1976-2016). Predict the product of the given reaction. Given the reactants [OH:1][CH2:2][C:3]([C@H:5]([C@@H:7]([C@@H:9]([CH2:11]O)[OH:10])O)O)=O.[ClH:13].C, predict the reaction product. The product is: [Cl:13][CH2:11][C:9]1[O:10][C:3]([CH:2]=[O:1])=[CH:5][CH:7]=1.